Dataset: Reaction yield outcomes from USPTO patents with 853,638 reactions. Task: Predict the reaction yield, written as a fraction of the theoretical maximum amount of product (1.0 means a 100% yield; for example, 0.34 means a 34% yield). The reactants are CN(C(ON1N=NC2C=CC=NC1=2)=[N+](C)C)C.F[P-](F)(F)(F)(F)F.CCN(C(C)C)C(C)C.[Cl:34][C:35]1[N:43]=[C:42]([CH3:44])[CH:41]=[CH:40][C:36]=1[C:37]([OH:39])=O.[S:45]1[CH:49]=[CH:48][CH:47]=[C:46]1[CH2:50][NH2:51]. The catalyst is CN(C=O)C.CC(=O)OCC.CCCCCC.CC(=O)OCC. The product is [Cl:34][C:35]1[N:43]=[C:42]([CH3:44])[CH:41]=[CH:40][C:36]=1[C:37]([NH:51][CH2:50][C:46]1[S:45][CH:49]=[CH:48][CH:47]=1)=[O:39]. The yield is 0.630.